This data is from Peptide-MHC class I binding affinity with 185,985 pairs from IEDB/IMGT. The task is: Regression. Given a peptide amino acid sequence and an MHC pseudo amino acid sequence, predict their binding affinity value. This is MHC class I binding data. (1) The peptide sequence is YLLFNHFSV. The MHC is HLA-A02:02 with pseudo-sequence HLA-A02:02. The binding affinity (normalized) is 0.980. (2) The peptide sequence is DRFFKTLRA. The MHC is HLA-A31:01 with pseudo-sequence HLA-A31:01. The binding affinity (normalized) is 0. (3) The peptide sequence is VTSPYTVEW. The MHC is HLA-A02:07 with pseudo-sequence HLA-A02:07. The binding affinity (normalized) is 0.0189. (4) The peptide sequence is LSPRWYFYY. The MHC is HLA-A68:01 with pseudo-sequence HLA-A68:01. The binding affinity (normalized) is 0.0338. (5) The peptide sequence is LIVSLCPTKK. The MHC is HLA-A33:01 with pseudo-sequence HLA-A33:01. The binding affinity (normalized) is 0.